The task is: Regression. Given a target protein amino acid sequence and a drug SMILES string, predict the binding affinity score between them. We predict pIC50 (pIC50 = -log10(IC50 in M); higher means more potent). Dataset: bindingdb_ic50.. This data is from Drug-target binding data from BindingDB using IC50 measurements. (1) The compound is O=CN(O)C[C@@H](CC1CCCC1)C(=O)N1CCC[C@H]1C(=O)NC(=O)C1CCCCC1. The target protein (Q9F2F0) has sequence MSAIERITKAAHLIDMNDIIREGNPTLRAIAEEVTFPLSDQEIILGEKMMQFLKHSQDPVMAEKMGLRGGVGLAAPQLDISKRIIAVLVPNIVEEGETPQEAYDLEAIMYNPKIVSHSVQDAALGEGEGCLSVDRNVPGYVVRHARVTVDYFDKDGEKHRIKLKGYNSIVVQHEIDHINGIMFYDRINEKDPFAVKDGLLILE. The pIC50 is 9.2. (2) The small molecule is CC1(C)C2CC[C@]3(C)OB(CC[C@H](N)C(=O)NS(=O)(=O)c4ccc(N)cc4)O[C@]13C2. The target protein (P68890) has sequence MKISEEEVRHVAKLSKLSFSESETTTFATTLSKIVDMVELLNEVDTEGVAITTTMADKKNVMRQDVAEEGTDRALLFKNVPEKENHFIKVPAILDDGGDA. The pIC50 is 4.1. (3) The small molecule is COc1cc(CCc2c[nH]c3nc(N)nc(N)c23)cc(OC)c1OC. The target protein sequence is MIVSFMVAMDENRVIGKDNNLPWRLPSELQYVKKTTMGHPLIMGRKNYEAIGRPLPGRRNIIVTRNEGYHVEGCEVVHSVEEVFELCKNEEEIFIFGGAQIYDLFLPYVDKLYITKIHHAFEGDTFFPEIDMTNWKEIFVEKGLTDEKNPYTYYYHVYEKQQ. The pIC50 is 3.6.